From a dataset of NCI-60 drug combinations with 297,098 pairs across 59 cell lines. Regression. Given two drug SMILES strings and cell line genomic features, predict the synergy score measuring deviation from expected non-interaction effect. (1) Drug 1: C1=NC2=C(N1)C(=S)N=C(N2)N. Drug 2: CC=C1C(=O)NC(C(=O)OC2CC(=O)NC(C(=O)NC(CSSCCC=C2)C(=O)N1)C(C)C)C(C)C. Cell line: OVCAR-4. Synergy scores: CSS=53.8, Synergy_ZIP=-1.15, Synergy_Bliss=0.757, Synergy_Loewe=-17.7, Synergy_HSA=4.55. (2) Drug 1: CC1=C(C(=CC=C1)Cl)NC(=O)C2=CN=C(S2)NC3=CC(=NC(=N3)C)N4CCN(CC4)CCO. Drug 2: CC1C(C(CC(O1)OC2CC(OC(C2O)C)OC3=CC4=CC5=C(C(=O)C(C(C5)C(C(=O)C(C(C)O)O)OC)OC6CC(C(C(O6)C)O)OC7CC(C(C(O7)C)O)OC8CC(C(C(O8)C)O)(C)O)C(=C4C(=C3C)O)O)O)O. Cell line: MDA-MB-435. Synergy scores: CSS=62.5, Synergy_ZIP=2.11, Synergy_Bliss=2.82, Synergy_Loewe=1.94, Synergy_HSA=0.969. (3) Drug 1: C1C(C(OC1N2C=NC3=C(N=C(N=C32)Cl)N)CO)O. Drug 2: CC12CCC3C(C1CCC2O)C(CC4=C3C=CC(=C4)O)CCCCCCCCCS(=O)CCCC(C(F)(F)F)(F)F. Cell line: CCRF-CEM. Synergy scores: CSS=72.4, Synergy_ZIP=1.22, Synergy_Bliss=-0.614, Synergy_Loewe=-30.4, Synergy_HSA=-2.52. (4) Drug 1: C1=CN(C=N1)CC(O)(P(=O)(O)O)P(=O)(O)O. Drug 2: B(C(CC(C)C)NC(=O)C(CC1=CC=CC=C1)NC(=O)C2=NC=CN=C2)(O)O. Cell line: EKVX. Synergy scores: CSS=42.3, Synergy_ZIP=1.33, Synergy_Bliss=0.627, Synergy_Loewe=-19.0, Synergy_HSA=-3.98. (5) Drug 1: C1=CN(C(=O)N=C1N)C2C(C(C(O2)CO)O)O.Cl. Drug 2: C1C(C(OC1N2C=NC(=NC2=O)N)CO)O. Cell line: NCI-H460. Synergy scores: CSS=56.7, Synergy_ZIP=4.54, Synergy_Bliss=9.34, Synergy_Loewe=8.10, Synergy_HSA=9.98. (6) Drug 1: C1=CC(=CC=C1CCC2=CNC3=C2C(=O)NC(=N3)N)C(=O)NC(CCC(=O)O)C(=O)O. Drug 2: C1=C(C(=O)NC(=O)N1)F. Cell line: RPMI-8226. Synergy scores: CSS=69.7, Synergy_ZIP=-16.9, Synergy_Bliss=-32.8, Synergy_Loewe=-23.2, Synergy_HSA=-22.2. (7) Drug 1: CN1CCC(CC1)COC2=C(C=C3C(=C2)N=CN=C3NC4=C(C=C(C=C4)Br)F)OC. Drug 2: CC12CCC3C(C1CCC2=O)CC(=C)C4=CC(=O)C=CC34C. Cell line: OVCAR3. Synergy scores: CSS=43.4, Synergy_ZIP=-0.381, Synergy_Bliss=0.553, Synergy_Loewe=-5.10, Synergy_HSA=0.679. (8) Drug 1: CS(=O)(=O)C1=CC(=C(C=C1)C(=O)NC2=CC(=C(C=C2)Cl)C3=CC=CC=N3)Cl. Drug 2: N.N.Cl[Pt+2]Cl. Cell line: 786-0. Synergy scores: CSS=3.06, Synergy_ZIP=-1.22, Synergy_Bliss=3.23, Synergy_Loewe=0.583, Synergy_HSA=3.39.